This data is from Full USPTO retrosynthesis dataset with 1.9M reactions from patents (1976-2016). The task is: Predict the reactants needed to synthesize the given product. (1) Given the product [C:12]([C:14]1[CH:22]=[CH:21][C:17]([C:18]([NH:1][C:2]2[CH:3]=[CH:4][C:5]([C:6]([O:8][CH2:9][CH3:24])=[O:7])=[CH:10][CH:11]=2)=[O:19])=[CH:16][CH:15]=1)#[N:13], predict the reactants needed to synthesize it. The reactants are: [NH2:1][C:2]1[CH:11]=[CH:10][C:5]([C:6]([O:8][CH3:9])=[O:7])=[CH:4][CH:3]=1.[C:12]([C:14]1[CH:22]=[CH:21][C:17]([C:18](Cl)=[O:19])=[CH:16][CH:15]=1)#[N:13].N1C=CC=C[CH:24]=1. (2) Given the product [C:40]([N:37]1[CH2:36][CH2:35][CH:34]([CH2:33][NH:32][C:30]2[CH:31]=[C:26]([C:3]3[C:2]([Cl:1])=[CH:7][N:6]=[C:5]([NH:8][C@H:9]4[CH2:10][CH2:11][C@H:12]([NH:15][C:16](=[O:25])[O:17][CH2:18][C:19]5[CH:20]=[CH:21][CH:22]=[CH:23][CH:24]=5)[CH2:13][CH2:14]4)[CH:4]=3)[CH:27]=[N:28][CH:29]=2)[CH2:39][CH2:38]1)(=[O:42])[CH3:41], predict the reactants needed to synthesize it. The reactants are: [Cl:1][C:2]1[C:3]([C:26]2[CH:27]=[N:28][CH:29]=[C:30]([NH:32][CH2:33][CH:34]3[CH2:39][CH2:38][NH:37][CH2:36][CH2:35]3)[CH:31]=2)=[CH:4][C:5]([NH:8][C@H:9]2[CH2:14][CH2:13][C@H:12]([NH:15][C:16](=[O:25])[O:17][CH2:18][C:19]3[CH:24]=[CH:23][CH:22]=[CH:21][CH:20]=3)[CH2:11][CH2:10]2)=[N:6][CH:7]=1.[C:40](OC(=O)C)(=[O:42])[CH3:41]. (3) The reactants are: [CH3:1][C:2]1([CH3:31])[C:10]2[C:5](=[CH:6][C:7]([N+:22]([O-])=O)=[C:8]([NH:11][C:12](=O)[C:13]3[CH:18]=[CH:17][C:16]([O:19][CH3:20])=[CH:15][CH:14]=3)[CH:9]=2)[N:4]([CH2:25][CH2:26][CH:27]([CH3:29])[CH3:28])[C:3]1=[O:30]. Given the product [CH3:20][O:19][C:16]1[CH:17]=[CH:18][C:13]([C:12]2[NH:11][C:8]3=[CH:9][C:10]4[C:2]([CH3:1])([CH3:31])[C:3](=[O:30])[N:4]([CH2:25][CH2:26][CH:27]([CH3:28])[CH3:29])[C:5]=4[CH:6]=[C:7]3[N:22]=2)=[CH:14][CH:15]=1, predict the reactants needed to synthesize it. (4) Given the product [NH2:12][C:10]1[C:9]2[N:8]([C:15]([CH3:20])=[C:16]([CH3:17])[N:13]=2)[CH:7]=[C:6]([C:5]([O:4][CH:1]([CH3:3])[CH3:2])=[O:14])[CH:11]=1, predict the reactants needed to synthesize it. The reactants are: [CH:1]([O:4][C:5](=[O:14])[C:6]1[CH:11]=[C:10]([NH2:12])[C:9]([NH2:13])=[N:8][CH:7]=1)([CH3:3])[CH3:2].[C:15]1(=O)[CH2:20]CC[CH2:17][CH2:16]1. (5) Given the product [F:1][C:2]1[CH:24]=[CH:23][C:5]([O:6][C:7]2[C:20](=[O:21])[N:19]([CH3:22])[C:10]3[N:11]=[C:12]([NH:30][C:29]4[CH:31]=[CH:32][C:26]([F:25])=[CH:27][CH:28]=4)[N:13]=[CH:14][C:9]=3[CH:8]=2)=[CH:4][CH:3]=1, predict the reactants needed to synthesize it. The reactants are: [F:1][C:2]1[CH:24]=[CH:23][C:5]([O:6][C:7]2[C:20](=[O:21])[N:19]([CH3:22])[C:10]3[N:11]=[C:12](S(C)(=O)=O)[N:13]=[CH:14][C:9]=3[CH:8]=2)=[CH:4][CH:3]=1.[F:25][C:26]1[CH:32]=[CH:31][C:29]([NH2:30])=[CH:28][CH:27]=1.CO. (6) Given the product [C:1]([O:4][C@H:5]1[C@@H:10]([O:11][C:12](=[O:14])[CH3:13])[C@H:9]([O:15][C:16](=[O:18])[CH3:17])[C@@H:8]([CH2:19][O:20][C:21](=[O:23])[CH3:22])[O:7][C@H:6]1[O:24][C@H:25]1[C@@H:36]([O:37][C:38](=[O:40])[CH3:39])[C@H:35]([O:41][C:42](=[O:44])[CH3:43])[C@@H:34]([CH2:45][O:46][C:47](=[O:49])[CH3:48])[O:33][C@H:26]1[O:27][CH:28]([C:51](=[S:50])[CH3:53])[CH2:29][CH2:30][CH2:31][CH3:32])(=[O:3])[CH3:2], predict the reactants needed to synthesize it. The reactants are: [C:1]([O:4][C@H:5]1[C@@H:10]([O:11][C:12](=[O:14])[CH3:13])[C@H:9]([O:15][C:16](=[O:18])[CH3:17])[C@@H:8]([CH2:19][O:20][C:21](=[O:23])[CH3:22])[O:7][C@H:6]1[O:24][C@H:25]1[C@@H:36]([O:37][C:38](=[O:40])[CH3:39])[C@H:35]([O:41][C:42](=[O:44])[CH3:43])[C@@H:34]([CH2:45][O:46][C:47](=[O:49])[CH3:48])[O:33][C@H:26]1[O:27][CH:28]=[CH:29][CH2:30][CH2:31][CH3:32])(=[O:3])[CH3:2].[SH:50][C:51]([CH3:53])=O. (7) Given the product [CH:1]([O:4][C:5]1[CH:10]=[CH:9][C:8]([NH:11][C:12]([NH:20][CH2:19][C:16]2[CH:17]=[CH:18][S:14][CH:15]=2)=[S:13])=[CH:7][CH:6]=1)([CH3:3])[CH3:2], predict the reactants needed to synthesize it. The reactants are: [CH:1]([O:4][C:5]1[CH:10]=[CH:9][C:8]([N:11]=[C:12]=[S:13])=[CH:7][CH:6]=1)([CH3:3])[CH3:2].[S:14]1[CH:18]=[CH:17][C:16]([CH2:19][NH2:20])=[CH:15]1. (8) Given the product [ClH:1].[ClH:27].[ClH:1].[ClH:1].[Cl:1][C:2]1[C:7]([O:8][CH3:9])=[CH:6][C:5]([C:10]2[CH:15]=[C:14]([CH2:16][N:17]3[CH2:18][CH2:19][CH:20]([N:23]([CH2:42][C:40]4[CH:39]=[CH:38][N:37]=[C:36]([C:31]5[CH:32]=[C:33]([O:34][CH3:35])[C:28]([Cl:27])=[C:29]([O:44][CH3:45])[CH:30]=5)[CH:41]=4)[CH3:24])[CH2:21][CH2:22]3)[CH:13]=[CH:12][N:11]=2)=[CH:4][C:3]=1[O:25][CH3:26], predict the reactants needed to synthesize it. The reactants are: [Cl:1][C:2]1[C:7]([O:8][CH3:9])=[CH:6][C:5]([C:10]2[CH:15]=[C:14]([CH2:16][N:17]3[CH2:22][CH2:21][CH:20]([NH:23][CH3:24])[CH2:19][CH2:18]3)[CH:13]=[CH:12][N:11]=2)=[CH:4][C:3]=1[O:25][CH3:26].[Cl:27][C:28]1[C:33]([O:34][CH3:35])=[CH:32][C:31]([C:36]2[CH:41]=[C:40]([CH2:42]Cl)[CH:39]=[CH:38][N:37]=2)=[CH:30][C:29]=1[O:44][CH3:45]. (9) Given the product [Cl:31][C:32]1[CH:33]=[C:34]([CH:38]=[CH:39][CH:40]=1)[C:35]([NH:9][C:7]1[S:8][C:4]2[CH:3]=[C:2]([CH3:1])[CH:11]=[CH:10][C:5]=2[N:6]=1)=[O:36], predict the reactants needed to synthesize it. The reactants are: [CH3:1][C:2]1[CH:11]=[CH:10][C:5]2[N:6]=[C:7]([NH2:9])[S:8][C:4]=2[CH:3]=1.C(N(C(C)C)CC)(C)C.CNC1(NC)C=CN=CC1.[Cl:31][C:32]1[CH:33]=[C:34]([CH:38]=[CH:39][CH:40]=1)[C:35](Cl)=[O:36]. (10) Given the product [N+:13]([C:16]1[C:17]2[NH:23][C:5](=[O:11])[NH:22][C:18]=2[CH:19]=[CH:20][CH:21]=1)([O-:15])=[O:14], predict the reactants needed to synthesize it. The reactants are: ClC(Cl)(O[C:5](=[O:11])OC(Cl)(Cl)Cl)Cl.[N+:13]([C:16]1[C:17]([NH2:23])=[C:18]([NH2:22])[CH:19]=[CH:20][CH:21]=1)([O-:15])=[O:14].